This data is from Volume of distribution at steady state (VDss) regression data from Lombardo et al.. The task is: Regression/Classification. Given a drug SMILES string, predict its absorption, distribution, metabolism, or excretion properties. Task type varies by dataset: regression for continuous measurements (e.g., permeability, clearance, half-life) or binary classification for categorical outcomes (e.g., BBB penetration, CYP inhibition). For this dataset (vdss_lombardo), we predict log10(VDss) (log10 of volume of distribution in L/kg). (1) The molecule is C#CCC(Cc1cnc2nc(N)nc(N)c2n1)c1ccc(C(=O)NC(CCC(=O)[O-])C(=O)[O-])cc1. The log10(VDss) is -0.280. (2) The drug is CCNC1CC(N)C(OC2OC(C[NH3+])=CCC2[NH3+])C(O)C1OC1OCC(C)(O)C([NH2+]C)C1O. The log10(VDss) is -1.15. (3) The molecule is CCCC([NH2+]C(C)C(=O)N1C(C(=O)[O-])CC2CCCCC21)C(=O)[O-]. The log10(VDss) is -0.120. (4) The log10(VDss) is 1.68. The compound is COc1cccc2c1C(=O)c1c(O)c3c(c(O)c1C2=O)CC(O)(C(=O)CO)CC3OC1CC([NH3+])C(OCc2ccccc2)C(C)O1. (5) The molecule is CN1CCc2nc(C(=O)N[C@@H]3C[C@@H](C(=O)N(C)C)CC[C@@H]3NC(=O)C(=O)Nc3ccc(Cl)cn3)sc2C1. The log10(VDss) is 0.180. (6) The drug is O=C(NCC1CCCC[NH2+]1)c1cc(OCC(F)(F)F)ccc1OCC(F)(F)F. The log10(VDss) is 0.790.